From a dataset of Full USPTO retrosynthesis dataset with 1.9M reactions from patents (1976-2016). Predict the reactants needed to synthesize the given product. (1) Given the product [ClH:37].[CH3:36][C:2]1([CH3:1])[C:8](=[O:9])[NH:7][C:6]2[N:10]=[CH:11][C:12](/[CH:14]=[CH:15]/[C:16]([N:18]([CH3:35])[CH2:19][C:20]3[CH:25]=[CH:24][CH:23]=[C:22]([O:26][C:27]([F:29])([F:30])[F:28])[C:21]=3[O:31][CH2:32][CH2:33][CH3:34])=[O:17])=[CH:13][C:5]=2[CH2:4][NH:3]1, predict the reactants needed to synthesize it. The reactants are: [CH3:1][C:2]1([CH3:36])[C:8](=[O:9])[NH:7][C:6]2[N:10]=[CH:11][C:12](/[CH:14]=[CH:15]/[C:16]([N:18]([CH3:35])[CH2:19][C:20]3[CH:25]=[CH:24][CH:23]=[C:22]([O:26][C:27]([F:30])([F:29])[F:28])[C:21]=3[O:31][CH2:32][CH2:33][CH3:34])=[O:17])=[CH:13][C:5]=2[CH2:4][NH:3]1.[ClH:37]. (2) Given the product [CH3:1][O:2][C:3]([C:4]1[CH:5]=[C:6]([C:8]2[CH:12]=[CH:11][N:10]([CH3:13])[N:9]=2)[N:16]([C:18]2[CH:23]=[N:22][C:21]([O:24][CH3:25])=[CH:20][CH:19]=2)[N:17]=1)=[O:15], predict the reactants needed to synthesize it. The reactants are: [CH3:1][O:2][C:3](=[O:15])[C:4](=O)[CH2:5][C:6]([C:8]1[CH:12]=[CH:11][N:10]([CH3:13])[N:9]=1)=O.[NH:16]([C:18]1[CH:19]=[CH:20][C:21]([O:24][CH3:25])=[N:22][CH:23]=1)[NH2:17].C(O)(=O)C. (3) Given the product [Br:8][C:9]1[S:10][C:11]2[CH2:12][N:13]([CH3:2])[CH2:14][CH2:15][C:16]=2[N:17]=1, predict the reactants needed to synthesize it. The reactants are: F[C:2](F)(F)C(O)=O.[Br:8][C:9]1[S:10][C:11]2[CH2:12][NH:13][CH2:14][CH2:15][C:16]=2[N:17]=1.C=O.C(O[BH-](OC(=O)C)OC(=O)C)(=O)C.[Na+].C(=O)(O)[O-].[Na+].[OH-].[Na+]. (4) Given the product [C:1]([O:5][C:6]([CH:8]1[CH2:9][CH2:10][N:11]([C:14]2[C:24]([C:25]#[N:26])=[CH:23][C:17]([C:18]([O:20][CH2:21][CH3:22])=[O:19])=[C:16]([S:41][CH2:37][C:38]([O:40][CH2:42][CH3:43])=[O:39])[N:15]=2)[CH2:12][CH2:13]1)=[O:7])([CH3:2])([CH3:3])[CH3:4], predict the reactants needed to synthesize it. The reactants are: [C:1]([O:5][C:6]([CH:8]1[CH2:13][CH2:12][N:11]([C:14]2[C:24]([C:25]#[N:26])=[CH:23][C:17]([C:18]([O:20][CH2:21][CH3:22])=[O:19])=[C:16](OS(C(F)(F)F)(=O)=O)[N:15]=2)[CH2:10][CH2:9]1)=[O:7])([CH3:4])([CH3:3])[CH3:2].C([CH:37]([SH:41])[C:38]([O-:40])=[O:39])C.[CH3:42][CH2:43]N(C(C)C)C(C)C. (5) Given the product [C:1]([C:3]1[CH:4]=[C:5]2[C:9](=[CH:10][CH:11]=1)[N:8]([CH2:18][CH2:19][CH2:20][C:21]([OH:23])=[O:22])[CH:7]=[CH:6]2)#[N:2], predict the reactants needed to synthesize it. The reactants are: [C:1]([C:3]1[CH:4]=[C:5]2[C:9](=[CH:10][CH:11]=1)[NH:8][CH:7]=[CH:6]2)#[N:2].[OH-].[Na+].ClCCl.Br[CH2:18][CH2:19][CH2:20][C:21]([O:23]CC)=[O:22].[OH-].C([N+](CCCC)(CCCC)CCCC)CCC.